This data is from Catalyst prediction with 721,799 reactions and 888 catalyst types from USPTO. The task is: Predict which catalyst facilitates the given reaction. (1) The catalyst class is: 17. Product: [CH2:1]([C:3]1[CH:17]=[C:16]([O:18][CH2:19][CH:20]=[C:21]([Cl:23])[Cl:22])[CH:15]=[C:14]([CH2:24][CH3:25])[C:4]=1[O:5][CH2:6][CH2:7][CH2:8][CH2:9][O:10][CH2:11][CH:12]=[N:27][OH:28])[CH3:2]. Reactant: [CH2:1]([C:3]1[CH:17]=[C:16]([O:18][CH2:19][CH:20]=[C:21]([Cl:23])[Cl:22])[CH:15]=[C:14]([CH2:24][CH3:25])[C:4]=1[O:5][CH2:6][CH2:7][CH2:8][CH2:9][O:10][CH2:11][CH:12]=O)[CH3:2].Cl.[NH2:27][OH:28].Cl. (2) Reactant: [CH3:1][N:2]1[CH:6]=[CH:5][N:4]=[C:3]1[CH2:7][N:8]([CH2:16][C:17]1[CH:25]=[CH:24][C:20]([C:21]([OH:23])=O)=[CH:19][CH:18]=1)[CH2:9][C:10]1[N:11]([CH3:15])[CH:12]=[CH:13][N:14]=1.C1CCC(N=[C:33]=[N:34][CH:35]2[CH2:40][CH2:39]CCC2)CC1.C1[CH:42]=[CH:43][C:44]2N(O)N=[N:47][C:45]=2C=1.[C:51](OC(=O)NCCCCN)(C)(C)[CH3:52]. Product: [CH3:1][N:2]1[CH:6]=[CH:5][N:4]=[C:3]1[CH2:7][N:8]([CH2:16][C:17]1[CH:25]=[CH:24][C:20]([C:21]([NH:47][CH2:45][CH2:44][CH2:43][CH2:42][N:34]([CH2:33][CH2:51][CH3:52])[CH2:35][CH2:40][CH3:39])=[O:23])=[CH:19][CH:18]=1)[CH2:9][C:10]1[N:11]([CH3:15])[CH:12]=[CH:13][N:14]=1. The catalyst class is: 3. (3) Reactant: C([O:4][CH2:5][CH2:6][C:7]1[C:12]([F:13])=[C:11]([NH:14][C:15](=[O:30])[C:16]([F:29])([F:28])[C:17]2[C:26]3[C:21](=[CH:22][CH:23]=[CH:24][CH:25]=3)[C:20]([F:27])=[CH:19][CH:18]=2)[CH:10]=[CH:9][C:8]=1[NH2:31])(=O)C.C1COCC1.C([O-])([O-])=O.[K+].[K+]. Product: [NH2:31][C:8]1[CH:9]=[CH:10][C:11]([NH:14][C:15](=[O:30])[C:16]([F:29])([F:28])[C:17]2[C:26]3[C:21](=[CH:22][CH:23]=[CH:24][CH:25]=3)[C:20]([F:27])=[CH:19][CH:18]=2)=[C:12]([F:13])[C:7]=1[CH2:6][CH2:5][OH:4]. The catalyst class is: 24. (4) Reactant: [OH-].[Na+].FC(F)(F)C([O-])=O.[S:10]1[C:14]2[C:15]3([CH2:23][CH2:22][NH2+:21][CH2:20][CH2:19]3)[O:16][CH2:17][CH2:18][C:13]=2[CH:12]=[CH:11]1. Product: [S:10]1[C:14]2[C:15]3([CH2:23][CH2:22][NH:21][CH2:20][CH2:19]3)[O:16][CH2:17][CH2:18][C:13]=2[CH:12]=[CH:11]1. The catalyst class is: 4. (5) Product: [C:18]([N:6]1[C:7]2[C:3](=[C:2]([Br:1])[CH:10]=[CH:9][CH:8]=2)[CH:4]=[N:5]1)(=[O:25])[C:19]1[CH:24]=[CH:23][CH:22]=[CH:21][CH:20]=1. Reactant: [Br:1][C:2]1[CH:10]=[CH:9][CH:8]=[C:7]2[C:3]=1[CH:4]=[N:5][NH:6]2.CCN(CC)CC.[C:18](Cl)(=[O:25])[C:19]1[CH:24]=[CH:23][CH:22]=[CH:21][CH:20]=1. The catalyst class is: 2.